From a dataset of Forward reaction prediction with 1.9M reactions from USPTO patents (1976-2016). Predict the product of the given reaction. (1) Given the reactants [C:1]([C:4]1[C:9]2[CH:10]([C:12]#[N:13])[CH2:11][C:8]=2[CH:7]=[CH:6][CH:5]=1)(=O)[CH3:2].Cl.[NH2:15][OH:16], predict the reaction product. The product is: [OH:16][N:15]=[CH:2][CH2:1][C:4]1[C:9]2[CH:10]([C:12]#[N:13])[CH2:11][C:8]=2[CH:7]=[CH:6][CH:5]=1. (2) Given the reactants Cl[C:2]1[N:7]=[CH:6][C:5]([C:8](=[O:10])[CH3:9])=[CH:4][CH:3]=1.[CH3:11][NH2:12], predict the reaction product. The product is: [CH3:11][NH:12][C:2]1[N:7]=[CH:6][C:5]([C:8](=[O:10])[CH3:9])=[CH:4][CH:3]=1. (3) The product is: [F:38][C:37]1[C:32]([F:31])=[C:33]([C:40]2[CH:41]([CH3:47])[CH2:42][C:43](=[O:46])[NH:44][N:45]=2)[CH:34]=[CH:35][C:36]=1[O:39][CH2:2][CH2:3][CH2:4][CH2:5][N:6]1[C:11](=[O:12])[CH:10]=[CH:9][C:8]([C:13]2[C:21]3[NH:20][C:19]([C:22]([F:24])([F:23])[F:25])=[N:18][C:17]=3[C:16]([O:29][CH3:30])=[CH:15][CH:14]=2)=[N:7]1. Given the reactants Br[CH2:2][CH2:3][CH2:4][CH2:5][N:6]1[C:11](=[O:12])[CH:10]=[CH:9][C:8]([C:13]2[C:21]3[N:20]=[C:19]([C:22]([F:25])([F:24])[F:23])[N:18](COC)[C:17]=3[C:16]([O:29][CH3:30])=[CH:15][CH:14]=2)=[N:7]1.[F:31][C:32]1[C:37]([F:38])=[C:36]([OH:39])[CH:35]=[CH:34][C:33]=1[C:40]1[CH:41]([CH3:47])[CH2:42][C:43](=[O:46])[NH:44][N:45]=1, predict the reaction product. (4) Given the reactants C([O:8][CH2:9][C@@H:10]([O:36][CH3:37])[CH2:11][CH2:12][CH:13]([C:24]1[NH:25][C:26](=[O:35])[C:27]([OH:34])=[C:28]([C:30]([O:32][CH3:33])=[O:31])[N:29]=1)[N:14]([C:17]([O:19][C:20]([CH3:23])([CH3:22])[CH3:21])=[O:18])[CH2:15][CH3:16])C1C=CC=CC=1.C(O)(=O)C, predict the reaction product. The product is: [C:20]([O:19][C:17]([N:14]([CH2:15][CH3:16])[CH:13]([C:24]1[NH:25][C:26](=[O:35])[C:27]([OH:34])=[C:28]([C:30]([O:32][CH3:33])=[O:31])[N:29]=1)[CH2:12][CH2:11][C@H:10]([O:36][CH3:37])[CH2:9][OH:8])=[O:18])([CH3:22])([CH3:23])[CH3:21]. (5) Given the reactants Br[CH2:2][C:3]([CH2:15][O:16][C:17]1[C:26]2[C:21](=[CH:22][CH:23]=[CH:24][CH:25]=2)[CH:20]=[CH:19][CH:18]=1)=[CH:4][C:5]1[CH:14]=[CH:13][C:8]([C:9]([O:11][CH3:12])=[O:10])=[CH:7][CH:6]=1.C(N(CC)CC)C.[CH3:34][N:35]1[CH2:39][CH2:38][CH2:37][CH:36]1[CH2:40][CH2:41][NH2:42], predict the reaction product. The product is: [CH3:34][N:35]1[CH2:39][CH2:38][CH2:37][CH:36]1[CH2:40][CH2:41][NH:42][CH2:2]/[C:3](/[CH2:15][O:16][C:17]1[C:26]2[C:21](=[CH:22][CH:23]=[CH:24][CH:25]=2)[CH:20]=[CH:19][CH:18]=1)=[CH:4]/[C:5]1[CH:14]=[CH:13][C:8]([C:9]([O:11][CH3:12])=[O:10])=[CH:7][CH:6]=1. (6) Given the reactants C(OC([N:8]1[CH2:13][CH2:12][CH2:11][CH:10]([CH3:14])[CH:9]1[C:15]([OH:17])=O)=O)(C)(C)C.C([N:20]([CH2:23][CH3:24])CC)C.ClC(OCC(C)C)=O.Cl[C:34]1[CH:35]=[C:36]([CH:41]=C[CH:43]=1)[C:37]([NH:39]O)=[NH:38], predict the reaction product. The product is: [CH3:14][CH:10]1[CH2:11][CH2:12][CH2:13][NH:8][CH:9]1[C:15]1[O:17][N:39]=[C:37]([C:36]2[CH:41]=[C:24]([CH:43]=[CH:34][CH:35]=2)[C:23]#[N:20])[N:38]=1. (7) Given the reactants [Br:1][C:2]1[CH:3]=[C:4]([CH:9]=[C:10]([CH2:12]Cl)[CH:11]=1)[C:5]([O:7][CH3:8])=[O:6].[C-:14]#[N:15].[Na+], predict the reaction product. The product is: [Br:1][C:2]1[CH:3]=[C:4]([CH:9]=[C:10]([CH2:12][C:14]#[N:15])[CH:11]=1)[C:5]([O:7][CH3:8])=[O:6]. (8) Given the reactants [Si:1]([O:18][CH:19]1[CH2:22][N:21]([C:23]2[S:24][CH:25]=[C:26]([C:28](OCC)=[O:29])[N:27]=2)[CH2:20]1)([C:14]([CH3:17])([CH3:16])[CH3:15])([C:8]1[CH:13]=[CH:12][CH:11]=[CH:10][CH:9]=1)[C:2]1[CH:7]=[CH:6][CH:5]=[CH:4][CH:3]=1.[Si:33]([O:50][CH2:51][C@@H:52]([NH2:54])[CH3:53])([C:46]([CH3:49])([CH3:48])[CH3:47])([C:40]1[CH:45]=[CH:44][CH:43]=[CH:42][CH:41]=1)[C:34]1[CH:39]=[CH:38][CH:37]=[CH:36][CH:35]=1.C[Al](C)C.C(O)(=O)C.C(OCC)(=O)C, predict the reaction product. The product is: [Si:1]([O:18][CH:19]1[CH2:22][N:21]([C:23]2[S:24][CH:25]=[C:26]([C:28](=[O:29])[NH:54][C@@H:52]([CH3:53])[CH2:51][O:50][Si:33]([C:46]([CH3:48])([CH3:49])[CH3:47])([C:40]3[CH:41]=[CH:42][CH:43]=[CH:44][CH:45]=3)[C:34]3[CH:35]=[CH:36][CH:37]=[CH:38][CH:39]=3)[N:27]=2)[CH2:20]1)([C:14]([CH3:17])([CH3:16])[CH3:15])([C:2]1[CH:3]=[CH:4][CH:5]=[CH:6][CH:7]=1)[C:8]1[CH:13]=[CH:12][CH:11]=[CH:10][CH:9]=1. (9) Given the reactants C(OC([N:8]1[CH2:13][CH2:12][CH:11]([O:14][C:15]2[C:19]([C:20](=[O:27])[C:21]3[CH:26]=[CH:25][CH:24]=[CH:23][CH:22]=3)=[C:18]([NH2:28])[N:17]([C:29]3[CH:34]=[C:33]([C:35](=[O:40])[NH:36][CH:37]4[CH2:39][CH2:38]4)[CH:32]=[CH:31][C:30]=3[CH3:41])[N:16]=2)[CH2:10][CH2:9]1)=O)(C)(C)C.[F:42][C:43]([F:48])([F:47])[C:44]([OH:46])=[O:45], predict the reaction product. The product is: [F:42][C:43]([F:48])([F:47])[C:44]([OH:46])=[O:45].[NH2:28][C:18]1[N:17]([C:29]2[CH:34]=[C:33]([CH:32]=[CH:31][C:30]=2[CH3:41])[C:35]([NH:36][CH:37]2[CH2:38][CH2:39]2)=[O:40])[N:16]=[C:15]([O:14][CH:11]2[CH2:12][CH2:13][NH:8][CH2:9][CH2:10]2)[C:19]=1[C:20](=[O:27])[C:21]1[CH:22]=[CH:23][CH:24]=[CH:25][CH:26]=1. (10) Given the reactants [H-].[Na+].[F:3][C:4]1[CH:5]=[N:6][C:7]2[C:12]([C:13]=1[CH2:14][CH:15]([C:17]13[CH2:24][CH2:23][C:20]([NH:25][C:26](=[O:32])[O:27][C:28]([CH3:31])([CH3:30])[CH3:29])([CH2:21][CH2:22]1)[CH2:19][O:18]3)[OH:16])=[N:11][C:10]([O:33][CH3:34])=[CH:9][CH:8]=2.[C:35]1(S(OC)(=O)=O)C=CC=CC=1, predict the reaction product. The product is: [F:3][C:4]1[CH:5]=[N:6][C:7]2[C:12]([C:13]=1[CH2:14][CH:15]([C:17]13[CH2:22][CH2:21][C:20]([NH:25][C:26](=[O:32])[O:27][C:28]([CH3:29])([CH3:30])[CH3:31])([CH2:23][CH2:24]1)[CH2:19][O:18]3)[O:16][CH3:35])=[N:11][C:10]([O:33][CH3:34])=[CH:9][CH:8]=2.